This data is from Forward reaction prediction with 1.9M reactions from USPTO patents (1976-2016). The task is: Predict the product of the given reaction. (1) Given the reactants [Br:1][C:2]1[N:6]2[CH2:7][CH2:8][N:9](C(OC(C)(C)C)=O)[CH2:10][C:5]2=[N:4][N:3]=1.C(O)(C(F)(F)F)=O, predict the reaction product. The product is: [Br:1][C:2]1[N:6]2[CH2:7][CH2:8][NH:9][CH2:10][C:5]2=[N:4][N:3]=1. (2) Given the reactants C([N:4]1[C:8]2=[N:9][C:10](Br)=[CH:11][CH:12]=[C:7]2[C:6]([C:14]#[N:15])=[CH:5]1)(=O)C.C(N(CC)CC)C.CC(C1C=C(C(C)C)C(C2C=CC=CC=2P(C2CCCCC2)C2CCCCC2)=C(C(C)C)C=1)C.[CH2:57]([O:59][C:60]1[CH:65]=[CH:64][C:63](B(O)O)=[CH:62][N:61]=1)[CH3:58], predict the reaction product. The product is: [CH2:57]([O:59][C:60]1[N:61]=[CH:62][C:63]([C:10]2[N:9]=[C:8]3[NH:4][CH:5]=[C:6]([C:14]#[N:15])[C:7]3=[CH:12][CH:11]=2)=[CH:64][CH:65]=1)[CH3:58]. (3) Given the reactants C(=O)([O-])[O-].[K+].[K+].[C:7]([O:11][C:12]([N:14]1[CH2:19][CH2:18][NH:17][CH2:16][CH2:15]1)=[O:13])([CH3:10])([CH3:9])[CH3:8].Cl[C:21]1[CH:26]=[CH:25][C:24]([N+:27]([O-:29])=[O:28])=[CH:23][N:22]=1, predict the reaction product. The product is: [C:7]([O:11][C:12]([N:14]1[CH2:19][CH2:18][N:17]([C:21]2[CH:26]=[CH:25][C:24]([N+:27]([O-:29])=[O:28])=[CH:23][N:22]=2)[CH2:16][CH2:15]1)=[O:13])([CH3:10])([CH3:8])[CH3:9]. (4) Given the reactants [CH2:1]([O:8][C:9](=[O:21])[N:10]([CH3:20])[CH2:11][CH2:12][NH:13]C(=O)C(F)(F)F)[C:2]1[CH:7]=[CH:6][CH:5]=[CH:4][CH:3]=1.[Li+].[OH-], predict the reaction product. The product is: [CH2:1]([O:8][C:9](=[O:21])[N:10]([CH2:11][CH2:12][NH2:13])[CH3:20])[C:2]1[CH:7]=[CH:6][CH:5]=[CH:4][CH:3]=1. (5) Given the reactants C([N:14]1[CH2:17][CH:16]([N:18]2[CH:22]=[C:21]([C:23]3[C:24]([O:38][C:39]4[CH:44]=[CH:43][C:42]([F:45])=[CH:41][CH:40]=4)=[C:25]4[C:30](=[CH:31][CH:32]=3)[N:29]([C:33]([O:35][CH3:36])=[O:34])[C@@H:28]([CH3:37])[CH2:27][CH2:26]4)[CH:20]=[N:19]2)[CH:15]1[CH3:46])(C1C=CC=CC=1)C1C=CC=CC=1.ClCCCl.ClC(OC(Cl)C)=O, predict the reaction product. The product is: [F:45][C:42]1[CH:41]=[CH:40][C:39]([O:38][C:24]2[C:23]([C:21]3[CH:20]=[N:19][N:18]([CH:16]4[CH2:17][NH:14][CH:15]4[CH3:46])[CH:22]=3)=[CH:32][CH:31]=[C:30]3[C:25]=2[CH2:26][CH2:27][C@H:28]([CH3:37])[N:29]3[C:33]([O:35][CH3:36])=[O:34])=[CH:44][CH:43]=1.